Dataset: Catalyst prediction with 721,799 reactions and 888 catalyst types from USPTO. Task: Predict which catalyst facilitates the given reaction. (1) The catalyst class is: 9. Reactant: [Cl-].[C:2]([NH:5][C:6]1[S:7][CH:8]=[C:9]([CH2:11][P+](C2C=CC=CC=2)(C2C=CC=CC=2)C2C=CC=CC=2)[N:10]=1)(=[O:4])[CH3:3].CC(C)([O-])C.[K+].[CH:37]([C:39]1[CH:40]=[C:41](/[CH:44]=[CH:45]/[C:46]([O:48][CH3:49])=[O:47])[S:42][CH:43]=1)=O.Cl.[Cl-].[Na+]. Product: [C:2]([NH:5][C:6]1[S:7][CH:8]=[C:9]([CH:11]=[CH:37][C:39]2[CH:40]=[C:41](/[CH:44]=[CH:45]/[C:46]([O:48][CH3:49])=[O:47])[S:42][CH:43]=2)[N:10]=1)(=[O:4])[CH3:3]. (2) Reactant: [CH2:1]([O:8][CH2:9][C@H:10]([CH2:19][OH:20])[O:11][CH2:12][C:13]1[CH:18]=[CH:17][CH:16]=[CH:15][CH:14]=1)[C:2]1[CH:7]=[CH:6][CH:5]=[CH:4][CH:3]=1.C(N(CC)C(C)C)(C)C.[Cl:30][C:31](Cl)([O:33]C(=O)OC(Cl)(Cl)Cl)Cl. Product: [Cl:30][C:31]([O:20][CH2:19][C@H:10]([O:11][CH2:12][C:13]1[CH:18]=[CH:17][CH:16]=[CH:15][CH:14]=1)[CH2:9][O:8][CH2:1][C:2]1[CH:3]=[CH:4][CH:5]=[CH:6][CH:7]=1)=[O:33]. The catalyst class is: 4. (3) Reactant: [Cl:1][C:2]1[CH:15]=[CH:14][CH:13]=[C:12]([CH3:16])[C:3]=1[CH2:4][NH:5][C:6]1[S:7][CH2:8][C:9](=[O:11])[N:10]=1.[CH2:17]([O:19][C:20]1[C:29]2[C:24](=[CH:25][CH:26]=[C:27]([CH:30]=O)[CH:28]=2)[N:23]=[C:22]([NH:32][CH3:33])[N:21]=1)[CH3:18].C(O)(=O)C1C=CC=CC=1.N1CCCCC1. Product: [Cl:1][C:2]1[CH:15]=[CH:14][CH:13]=[C:12]([CH3:16])[C:3]=1[CH2:4][NH:5][C:6]1[S:7][C:8](=[CH:30][C:27]2[CH:28]=[C:29]3[C:24](=[CH:25][CH:26]=2)[N:23]=[C:22]([NH:32][CH3:33])[N:21]=[C:20]3[O:19][CH2:17][CH3:18])[C:9](=[O:11])[N:10]=1. The catalyst class is: 11. (4) Reactant: [CH3:1][N:2]1[C:10]2[C:5](=[CH:6][CH:7]=[C:8]([CH3:11])[CH:9]=2)[C:4]([C:12]2[N:17]=[C:16]3[C:18]([C:21]([NH:23][C:24]4([CH3:36])[CH2:28][CH2:27][N:26](C(OC(C)(C)C)=O)[CH2:25]4)=[O:22])=[CH:19][NH:20][C:15]3=[N:14][CH:13]=2)=[N:3]1.FC(F)(F)C(O)=O. Product: [CH3:1][N:2]1[C:10]2[C:5](=[CH:6][CH:7]=[C:8]([CH3:11])[CH:9]=2)[C:4]([C:12]2[N:17]=[C:16]3[C:18]([C:21]([NH:23][C:24]4([CH3:36])[CH2:28][CH2:27][NH:26][CH2:25]4)=[O:22])=[CH:19][NH:20][C:15]3=[N:14][CH:13]=2)=[N:3]1. The catalyst class is: 793. (5) Reactant: [C:1]([C:3]1[CH:4]=[C:5]([C:17]([OH:19])=O)[CH:6]=[C:7]2[C:12]=1[O:11][C:10]([CH3:14])([CH3:13])[CH2:9][C:8]2([CH3:16])[CH3:15])#[CH:2].C(N(CC)CC)C.ClC(OCC)=O.[N-:33]=[N+:34]=[N-:35].[Na+]. Product: [C:1]([C:3]1[CH:4]=[C:5]([C:17]([N:33]=[N+:34]=[N-:35])=[O:19])[CH:6]=[C:7]2[C:12]=1[O:11][C:10]([CH3:14])([CH3:13])[CH2:9][C:8]2([CH3:16])[CH3:15])#[CH:2]. The catalyst class is: 30. (6) Reactant: CO.[O:3]1CCOCC1.I[C:10]1[CH:15]=[CH:14][C:13]([S:16][CH3:17])=[CH:12][C:11]=1[N+:18]([O-])=O.CCN(CC)CC.[NH2:28][C:29]1[CH:34]=[CH:33][CH:32]=[CH:31][C:30]=1B(O)O.[OH2:38]. Product: [CH3:17][S:16][C:13]1[CH:14]=[CH:15][C:10]([C:30]2[CH:31]=[CH:32][CH:33]=[CH:34][C:29]=2[N+:28]([O-:3])=[O:38])=[C:11]([NH2:18])[CH:12]=1. The catalyst class is: 318. (7) Reactant: C1C2C(=CC=CC=2)CC1C#N.C(N(CC)CC)C.P(Cl)(Cl)(Cl)=O.[CH3:24][C@H:25]1[CH2:30][N:29]([C:31]2[CH:36]=[CH:35][C:34]([O:37][C:38]([F:41])([F:40])[F:39])=[CH:33][CH:32]=2)[CH2:28][C@@H:27]([CH3:42])[N:26]1[S:43]([C:46]1[CH:54]=[CH:53][CH:52]=[C:51]2[C:47]=1[CH2:48][CH:49]([C:55]([NH2:57])=O)[CH2:50]2)(=[O:45])=[O:44]. Product: [CH3:24][C@H:25]1[CH2:30][N:29]([C:31]2[CH:36]=[CH:35][C:34]([O:37][C:38]([F:40])([F:39])[F:41])=[CH:33][CH:32]=2)[CH2:28][C@@H:27]([CH3:42])[N:26]1[S:43]([C:46]1[CH:54]=[CH:53][CH:52]=[C:51]2[C:47]=1[CH2:48][CH:49]([C:55]#[N:57])[CH2:50]2)(=[O:45])=[O:44]. The catalyst class is: 68. (8) Reactant: [N:1]1([C:7]2[CH:8]=[C:9]([OH:23])[CH:10]=[CH:11][C:12]=2[CH:13]2[CH2:18][C:17]([CH3:20])([CH3:19])[CH2:16][C:15]([CH3:22])([CH3:21])[CH2:14]2)[CH2:6][CH2:5][NH:4][CH2:3][CH2:2]1.C(Cl)(Cl)Cl.CO.[C:30](O[C:30]([O:32][C:33]([CH3:36])([CH3:35])[CH3:34])=[O:31])([O:32][C:33]([CH3:36])([CH3:35])[CH3:34])=[O:31]. Product: [C:33]([O:32][C:30]([N:4]1[CH2:3][CH2:2][N:1]([C:7]2[CH:8]=[C:9]([OH:23])[CH:10]=[CH:11][C:12]=2[CH:13]2[CH2:14][C:15]([CH3:22])([CH3:21])[CH2:16][C:17]([CH3:19])([CH3:20])[CH2:18]2)[CH2:6][CH2:5]1)=[O:31])([CH3:36])([CH3:35])[CH3:34]. The catalyst class is: 22. (9) Reactant: [CH3:1][O:2][C:3](=[O:22])[CH2:4][C:5]1[C:14]([CH:15]=[CH2:16])=[C:13]([O:17]C(=O)C)[C:12]2[C:7](=[CH:8][CH:9]=[C:10]([F:21])[CH:11]=2)[CH:6]=1.C[O-].[Na+].Cl. Product: [CH3:1][O:2][C:3](=[O:22])[CH2:4][C:5]1[C:14]([CH:15]=[CH2:16])=[C:13]([OH:17])[C:12]2[C:7](=[CH:8][CH:9]=[C:10]([F:21])[CH:11]=2)[CH:6]=1. The catalyst class is: 5. (10) Reactant: C([O:3][C:4](=[O:18])[CH2:5][C@H:6]1[O:10][B:9]([OH:11])[C:8]2[CH:12]=[C:13]([OH:17])[CH:14]=[C:15]([CH3:16])[C:7]1=2)C.[Li+].[OH-].Cl. Product: [OH:11][B:9]1[C:8]2[CH:12]=[C:13]([OH:17])[CH:14]=[C:15]([CH3:16])[C:7]=2[C@@H:6]([CH2:5][C:4]([OH:18])=[O:3])[O:10]1. The catalyst class is: 20.